Dataset: Full USPTO retrosynthesis dataset with 1.9M reactions from patents (1976-2016). Task: Predict the reactants needed to synthesize the given product. (1) The reactants are: CC(OC(N(C(OC(C)(C)C)=O)C1C=C(CC(Br)Br)C(Br)=CC=1C(OCC)=O)=O)(C)C.CC(OC([N:39](C(OC(C)(C)C)=O)[C:40]1[CH:50]=[C:49]([CH:51]=[O:52])[C:48]([Br:53])=[CH:47][C:41]=1[C:42]([O:44][CH2:45][CH3:46])=[O:43])=O)(C)C.CC(OC(NC1C=C(C=O)C(Br)=CC=1C(OCC)=O)=O)(C)C.Cl.O1CCOCC1.C(=O)(O)[O-].[Na+]. Given the product [NH2:39][C:40]1[CH:50]=[C:49]([CH:51]=[O:52])[C:48]([Br:53])=[CH:47][C:41]=1[C:42]([O:44][CH2:45][CH3:46])=[O:43], predict the reactants needed to synthesize it. (2) Given the product [CH:50]12[CH2:52][CH:48]([O:49]1)[CH2:47][N:46]([C:43]1[CH:42]=[CH:41][C:40]([C:11]3[N:10]=[C:9]([O:23][C@@H:24]([C@H:26]4[CH2:27][NH:28][C:29](=[O:31])[CH2:30]4)[CH3:25])[C:8]4[N:4]([CH:1]5[CH2:3][CH2:2]5)[CH:5]=[N:6][C:7]=4[CH:12]=3)=[CH:45][CH:44]=1)[CH2:51]2, predict the reactants needed to synthesize it. The reactants are: [CH:1]1([N:4]2[C:8]3[C:9]([O:23][C@@H:24]([C@@H:26]4[CH2:30][C:29](=[O:31])[NH:28][CH2:27]4)[CH3:25])=[N:10][C:11](C4C=C5C(CC(=O)N5)=CC=4)=[CH:12][C:7]=3[N:6]=[CH:5]2)[CH2:3][CH2:2]1.CC1(C)C(C)(C)OB([C:40]2[CH:45]=[CH:44][C:43]([N:46]3[CH2:51][CH:50]4[CH2:52][CH:48]([O:49]4)[CH2:47]3)=[CH:42][CH:41]=2)O1.